This data is from Forward reaction prediction with 1.9M reactions from USPTO patents (1976-2016). The task is: Predict the product of the given reaction. Given the reactants Cl[C:2]1[CH:3]=[CH:4][C:5]2[N:6]([C:8]([CH:11]([C:13]3[C:14]([F:24])=[C:15]4[C:20](=[CH:21][C:22]=3[F:23])[N:19]=[CH:18][CH:17]=[CH:16]4)[CH3:12])=[CH:9][N:10]=2)[N:7]=1.O1CCCCC1[O:31][CH2:32][CH2:33][N:34]1[CH:38]=[C:37](B2OC(C)(C)C(C)(C)O2)[CH:36]=[N:35]1.C([O-])([O-])=O.[Na+].[Na+].CCOC(C)=O, predict the reaction product. The product is: [F:24][C:14]1[C:13]([CH:11]([C:8]2[N:6]3[N:7]=[C:2]([C:37]4[CH:36]=[N:35][N:34]([CH2:33][CH2:32][OH:31])[CH:38]=4)[CH:3]=[CH:4][C:5]3=[N:10][CH:9]=2)[CH3:12])=[C:22]([F:23])[CH:21]=[C:20]2[C:15]=1[CH:16]=[CH:17][CH:18]=[N:19]2.